Dataset: Full USPTO retrosynthesis dataset with 1.9M reactions from patents (1976-2016). Task: Predict the reactants needed to synthesize the given product. (1) Given the product [C:1]([O:5][C:6](=[O:29])[NH:7][C:8]([CH3:28])([CH3:27])[CH2:9][C:10]1[C:18]2[C:13](=[C:14]([OH:19])[CH:15]=[CH:16][CH:17]=2)[NH:12][CH:11]=1)([CH3:4])([CH3:2])[CH3:3], predict the reactants needed to synthesize it. The reactants are: [C:1]([O:5][C:6](=[O:29])[NH:7][C:8]([CH3:28])([CH3:27])[CH2:9][C:10]1[C:18]2[C:13](=[C:14]([O:19]CC3C=CC=CC=3)[CH:15]=[CH:16][CH:17]=2)[NH:12][CH:11]=1)([CH3:4])([CH3:3])[CH3:2]. (2) The reactants are: [Cl:1][C:2]1[C:3]([CH:8]([C:16]2[CH:25]=[C:24]3[C:19]([CH:20]=[CH:21][C:22]([C:26]4[CH:31]=[CH:30][CH:29]=[CH:28][CH:27]=4)=[N:23]3)=[CH:18][CH:17]=2)[NH:9][C:10](=O)[C:11]([CH3:14])([CH3:13])[CH3:12])=[N:4][CH:5]=[CH:6][N:7]=1.CC([O-])(C)C.[K+].O=P(Cl)(Cl)Cl. Given the product [C:11]([C:10]1[N:4]2[CH:5]=[CH:6][N:7]=[C:2]([Cl:1])[C:3]2=[C:8]([C:16]2[CH:25]=[C:24]3[C:19]([CH:20]=[CH:21][C:22]([C:26]4[CH:31]=[CH:30][CH:29]=[CH:28][CH:27]=4)=[N:23]3)=[CH:18][CH:17]=2)[N:9]=1)([CH3:14])([CH3:13])[CH3:12], predict the reactants needed to synthesize it. (3) Given the product [F:1][C:2]1[CH:18]=[CH:17][C:5]2[S:6][C:7]3[CH2:9][CH2:10][NH:11][C:12](=[O:13])[C:8]=3[C:4]=2[CH:3]=1, predict the reactants needed to synthesize it. The reactants are: [F:1][C:2]1[CH:18]=[CH:17][C:5]2[S:6][C:7]([CH2:9][CH2:10][NH:11][C:12](=O)[O:13]CC)=[CH:8][C:4]=2[CH:3]=1.O=P12OP3(OP(OP(O3)(O1)=O)(=O)O2)=O. (4) Given the product [CH2:38]1[CH2:16][O:17][C:18]2([CH2:35][CH2:34][C:33]3[C:32]4[C@H:23]([C@H:24]5[C@@:28]([CH2:30][CH:31]=4)([CH3:29])[C@:27]([OH:36])([C:3]#[C:2][CH2:1][O:4][CH:5]4[CH2:10][CH2:9][CH2:8][CH2:7][O:6]4)[CH2:26][CH2:25]5)[CH2:22][CH2:21][C:20]=3[CH2:19]2)[O:37]1, predict the reactants needed to synthesize it. The reactants are: [CH2:1]([O:4][CH:5]1[CH2:10][CH2:9][CH2:8][CH2:7][O:6]1)[C:2]#[CH:3].[Li]CCCC.[CH2:16]1[CH2:38][O:37][C:18]2([CH2:35][CH2:34][C:33]3[C:32]4[C@H:23]([C@H:24]5[C@@:28]([CH2:30][CH:31]=4)([CH3:29])[C:27](=[O:36])[CH2:26][CH2:25]5)[CH2:22][CH2:21][C:20]=3[CH2:19]2)[O:17]1. (5) Given the product [CH3:1][C:2]1[CH:6]=[C:5]([CH3:7])[N:4]([C:8]2[CH:17]=[C:16]([O:18][CH:19]3[CH2:36][CH:35]4[CH:21]([C:22](=[O:42])[N:23]([CH3:41])[CH2:24][CH2:25][CH2:26][CH2:27][CH:28]=[CH:29][CH:30]5[C:32]([C:38]([NH:52][S:49]([CH:46]6[CH2:48][CH2:47]6)(=[O:51])=[O:50])=[O:39])([NH:33][C:34]4=[O:37])[CH2:31]5)[CH2:20]3)[C:15]3[C:10](=[C:11]([CH3:45])[C:12]([O:43][CH3:44])=[CH:13][CH:14]=3)[N:9]=2)[N:3]=1, predict the reactants needed to synthesize it. The reactants are: [CH3:1][C:2]1[CH:6]=[C:5]([CH3:7])[N:4]([C:8]2[CH:17]=[C:16]([O:18][CH:19]3[CH2:36][CH:35]4[CH:21]([C:22](=[O:42])[N:23]([CH3:41])[CH2:24][CH2:25][CH2:26][CH2:27][CH:28]=[CH:29][CH:30]5[C:32]([C:38](O)=[O:39])([NH:33][C:34]4=[O:37])[CH2:31]5)[CH2:20]3)[C:15]3[C:10](=[C:11]([CH3:45])[C:12]([O:43][CH3:44])=[CH:13][CH:14]=3)[N:9]=2)[N:3]=1.[CH:46]1([S:49]([NH2:52])(=[O:51])=[O:50])[CH2:48][CH2:47]1.ClC1C(OC)=CC=C2C=1N=C(C1SC=C(C(C)C)N=1)C=C2OC1CC2C(C(=O)N(C)CCCCC=CC3C(C(NS(C4CC4)(=O)=O)=O)(NC2=O)C3)C1. (6) Given the product [I:21][CH2:8][CH:6]1[CH2:5][CH2:4][O:3][C:2]([CH3:10])([CH3:1])[CH2:7]1, predict the reactants needed to synthesize it. The reactants are: [CH3:1][C:2]1([CH3:10])[CH2:7][CH:6]([CH2:8]O)[CH2:5][CH2:4][O:3]1.FC(F)(C[I:21])CN1CCOCC1.